From a dataset of CYP3A4 inhibition data for predicting drug metabolism from PubChem BioAssay. Regression/Classification. Given a drug SMILES string, predict its absorption, distribution, metabolism, or excretion properties. Task type varies by dataset: regression for continuous measurements (e.g., permeability, clearance, half-life) or binary classification for categorical outcomes (e.g., BBB penetration, CYP inhibition). Dataset: cyp3a4_veith. The compound is Cn1c(CNS(=O)(=O)c2ccc(F)cc2)n[nH]c1=S. The result is 0 (non-inhibitor).